This data is from Catalyst prediction with 721,799 reactions and 888 catalyst types from USPTO. The task is: Predict which catalyst facilitates the given reaction. (1) Reactant: C([SiH2][O:6][C:7](C)(C)[C:8]1[CH:9]=[C:10]([CH:13]=[CH:14][C:15]=1[Cl:16])C=O)(C)(C)C.CC1(C)[O:27][C:25](=[O:26])[CH2:24][C:22](=O)O1.C(N(CC)CC)C.C(O)=O. Product: [Cl:16][C:15]1[CH:14]=[CH:13][C:10]([CH2:22][CH2:24][C:25]([OH:27])=[O:26])=[CH:9][C:8]=1[CH2:7][OH:6]. The catalyst class is: 18. (2) Reactant: [CH3:1]C([O-])(C)C.[K+].[Si:7]([O:14][C@H:15]1[CH2:20][CH2:19][C@@:18]([C@H:22]2[CH2:30][CH2:29][C@@:28]3([CH3:31])[C@@H:24]([CH:25]=[CH:26][C:27]3=O)[C@@H:23]2[CH2:33][O:34][Si:35]([C:38]([CH3:41])([CH3:40])[CH3:39])([CH3:37])[CH3:36])([CH3:21])[C@@H:17]([CH2:42][O:43][Si:44]([C:47]([CH3:50])([CH3:49])[CH3:48])([CH3:46])[CH3:45])[CH2:16]1)([C:10]([CH3:13])([CH3:12])[CH3:11])([CH3:9])[CH3:8]. Product: [C:38]([Si:35]([O:34][CH2:33][C@@H:23]1[C@@H:22]([C@@:18]2([CH3:21])[CH2:19][CH2:20][C@H:15]([O:14][Si:7]([C:10]([CH3:12])([CH3:11])[CH3:13])([CH3:8])[CH3:9])[CH2:16][C@@H:17]2[CH2:42][O:43][Si:44]([C:47]([CH3:48])([CH3:50])[CH3:49])([CH3:46])[CH3:45])[CH2:30][CH2:29][C@@:28]2([CH3:31])[C@H:24]1[CH:25]=[CH:26][C:27]2=[CH2:1])([CH3:37])[CH3:36])([CH3:40])([CH3:39])[CH3:41]. The catalyst class is: 49. (3) Reactant: [NH2:1][C:2]1[S:3][C:4]2[C:10]([N:11]3[CH2:16][CH2:15][O:14][CH2:13][CH2:12]3)=[CH:9][CH:8]=[C:7]([O:17][CH3:18])[C:5]=2[N:6]=1.C(N(C(C)C)C(C)C)C.[O:28]1[CH2:33][CH2:32][CH:31]([C:34](Cl)=[O:35])[CH2:30][CH2:29]1. Product: [CH3:18][O:17][C:7]1[C:5]2[N:6]=[C:2]([NH:1][C:34]([CH:31]3[CH2:32][CH2:33][O:28][CH2:29][CH2:30]3)=[O:35])[S:3][C:4]=2[C:10]([N:11]2[CH2:16][CH2:15][O:14][CH2:13][CH2:12]2)=[CH:9][CH:8]=1. The catalyst class is: 5.